Dataset: Forward reaction prediction with 1.9M reactions from USPTO patents (1976-2016). Task: Predict the product of the given reaction. (1) Given the reactants [CH3:1][CH:2]([CH3:26])[CH2:3][N:4]1[C:16]2[C:15]3[CH:14]=[CH:13][C:12]([CH:17]=[CH:18][C:19]4[CH:24]=[CH:23][CH:22]=[CH:21][CH:20]=4)=[CH:11][C:10]=3[N:9]=[C:8]([NH2:25])[C:7]=2[N:6]=[CH:5]1, predict the reaction product. The product is: [CH3:1][CH:2]([CH3:26])[CH2:3][N:4]1[C:16]2[C:15]3[CH:14]=[CH:13][C:12]([CH2:17][CH2:18][C:19]4[CH:24]=[CH:23][CH:22]=[CH:21][CH:20]=4)=[CH:11][C:10]=3[N:9]=[C:8]([NH2:25])[C:7]=2[N:6]=[CH:5]1. (2) The product is: [ClH:18].[CH3:1][C:2]1[CH:7]=[C:6]([C:8]2[C:13]([CH3:14])=[CH:12][C:11]([CH2:15][NH2:16])=[CH:10][N:9]=2)[CH:5]=[CH:4][N:3]=1. Given the reactants [CH3:1][C:2]1[CH:7]=[C:6]([C:8]2[C:13]([CH3:14])=[CH:12][C:11]([CH:15]=[N:16]O)=[CH:10][N:9]=2)[CH:5]=[CH:4][N:3]=1.[ClH:18], predict the reaction product. (3) Given the reactants [Cl:1][C:2]1[CH:7]=[CH:6][C:5]([S:8]([NH:11][C:12]([C:14]2[CH2:18][CH:17]([C:19]3[CH:24]=[CH:23][CH:22]=[CH:21][CH:20]=3)[N:16]([C:25]3[CH:30]=[CH:29][C:28]([Cl:31])=[CH:27][CH:26]=3)[N:15]=2)=O)(=[O:10])=[O:9])=[CH:4][CH:3]=1.P(Cl)(Cl)(Cl)(Cl)Cl.Cl.C[CH2:40][N:41](C(C)C)C(C)C, predict the reaction product. The product is: [Cl:1][C:2]1[CH:7]=[CH:6][C:5]([S:8]([NH:11][C:12]([C:14]2[CH2:18][CH:17]([C:19]3[CH:24]=[CH:23][CH:22]=[CH:21][CH:20]=3)[N:16]([C:25]3[CH:30]=[CH:29][C:28]([Cl:31])=[CH:27][CH:26]=3)[N:15]=2)=[N:41][CH3:40])(=[O:10])=[O:9])=[CH:4][CH:3]=1. (4) The product is: [C:33]1([SH+:39]([C:47]2[CH:52]=[CH:51][CH:50]=[CH:49][CH:48]=2)([F:22])[C:40]2[CH:45]=[CH:44][CH:43]=[CH:42][CH:41]=2)[CH:38]=[CH:37][CH:36]=[CH:35][CH:34]=1.[C:2]12([CH2:12][CH:13]([OH:24])[CH2:14][O:15][CH2:16][C:17]([F:22])([F:23])[S:18]([O-:21])(=[O:20])=[O:19])[CH2:11][CH:6]3[CH2:7][CH:8]([CH2:10][CH:4]([CH2:5]3)[CH2:3]1)[CH2:9]2. Given the reactants [Na+].[C:2]12([CH2:12][CH:13]([OH:24])[CH2:14][O:15][CH2:16][C:17]([F:23])([F:22])[S:18]([O-:21])(=[O:20])=[O:19])[CH2:11][CH:6]3[CH2:7][CH:8]([CH2:10][CH:4]([CH2:5]3)[CH2:3]1)[CH2:9]2.FC(F)(F)S([O-])(=O)=O.[C:33]1([SH+:39]([C:47]2[CH:52]=[CH:51][CH:50]=[CH:49][CH:48]=2)(C)[C:40]2[CH:45]=[CH:44][CH:43]=[CH:42][CH:41]=2)[CH:38]=[CH:37][CH:36]=[CH:35][CH:34]=1, predict the reaction product. (5) Given the reactants [Cl:1][C:2]1[CH:3]=[N:4][N:5]([C:7]2[CH:12]=[CH:11][N:10]=[CH:9][C:8]=2[N:13]2[CH2:18][CH2:17][CH:16]([C:19]([OH:21])=O)[CH2:15][CH2:14]2)[CH:6]=1.CN(C=O)C.CN(C(ON1N=NC2[CH:38]=[CH:39][CH:40]=[N:41][C:36]1=2)=[N+](C)C)C.F[P-](F)(F)(F)(F)F.CNC1CC1, predict the reaction product. The product is: [Cl:1][C:2]1[CH:3]=[N:4][N:5]([C:7]2[CH:12]=[CH:11][N:10]=[CH:9][C:8]=2[N:13]2[CH2:14][CH2:15][CH:16]([C:19]([N:41]([CH:40]3[CH2:38][CH2:39]3)[CH3:36])=[O:21])[CH2:17][CH2:18]2)[CH:6]=1. (6) Given the reactants Cl[C:2]1[N:7]=[CH:6][C:5]2[N:8]=[C:9]([C:11]3[CH:16]=[CH:15][C:14]([O:17][CH2:18][CH:19]4[CH2:21][CH2:20]4)=[CH:13][CH:12]=3)[O:10][C:4]=2[CH:3]=1.[CH3:22][C@H:23]([NH:26][C:27](=[O:33])[O:28][C:29]([CH3:32])([CH3:31])[CH3:30])[C:24]#[CH:25].C(N(CC)CC)C.O, predict the reaction product. The product is: [CH:19]1([CH2:18][O:17][C:14]2[CH:15]=[CH:16][C:11]([C:9]3[O:10][C:4]4[CH:3]=[C:2]([C:25]#[C:24][C@@H:23]([NH:26][C:27](=[O:33])[O:28][C:29]([CH3:32])([CH3:31])[CH3:30])[CH3:22])[N:7]=[CH:6][C:5]=4[N:8]=3)=[CH:12][CH:13]=2)[CH2:21][CH2:20]1. (7) Given the reactants [C:1]1([SH:7])[CH:6]=[CH:5][CH:4]=[CH:3][CH:2]=1.CC(C)([O-])C.[K+].[CH3:14][O:15][C:16](=[O:25])[C:17]1[CH:22]=[CH:21][C:20]([CH2:23]Br)=[CH:19][CH:18]=1, predict the reaction product. The product is: [CH3:14][O:15][C:16](=[O:25])[C:17]1[CH:22]=[CH:21][C:20]([CH2:23][S:7][C:1]2[CH:6]=[CH:5][CH:4]=[CH:3][CH:2]=2)=[CH:19][CH:18]=1. (8) Given the reactants [Cl:1][C:2]1[CH:7]=[CH:6][C:5]([S:8]([CH:11]2[C:16]3[C:17]([F:22])=[CH:18][CH:19]=[C:20]([F:21])[C:15]=3[O:14][CH2:13][CH:12]2[CH2:23]OS(C)(=O)=O)(=[O:10])=[O:9])=[CH:4][CH:3]=1.[Na+].[I-].C(O)(=O)C, predict the reaction product. The product is: [Cl:1][C:2]1[CH:3]=[CH:4][C:5]([S:8]([CH:11]2[C:16]3[C:15](=[C:20]([F:21])[CH:19]=[CH:18][C:17]=3[F:22])[O:14][CH2:13][CH:12]2[CH3:23])(=[O:9])=[O:10])=[CH:6][CH:7]=1. (9) Given the reactants [C:1]([O:4][C:5]1[CH:10]=[CH:9][C:8]([C:11]2[N:12]=[C:13]([CH2:18][C:19]3[CH:24]=[CH:23][CH:22]=[CH:21][CH:20]=3)[C:14]([NH2:17])=[N:15][CH:16]=2)=[CH:7][CH:6]=1)(=[O:3])[CH3:2].[CH2:25]([S:32](Cl)(=[O:34])=[O:33])[C:26]1[CH:31]=[CH:30][CH:29]=[CH:28][CH:27]=1.C(=O)(O)[O-].[Na+], predict the reaction product. The product is: [C:1]([O:4][C:5]1[CH:6]=[CH:7][C:8]([C:11]2[N:12]=[C:13]([CH2:18][C:19]3[CH:24]=[CH:23][CH:22]=[CH:21][CH:20]=3)[C:14]([NH:17][S:32]([CH2:25][C:26]3[CH:31]=[CH:30][CH:29]=[CH:28][CH:27]=3)(=[O:34])=[O:33])=[N:15][CH:16]=2)=[CH:9][CH:10]=1)(=[O:3])[CH3:2]. (10) The product is: [CH3:47][O:46][C:45]1[C:31]([O:30][CH3:29])=[CH:32][C:33]2[NH:37][C:36]([C:38]3[C:42]([NH:43][C:15]([CH:11]4[O:12][CH2:13][CH2:14][N:9]([CH2:2][C:3]5[CH:4]=[CH:5][CH:6]=[CH:7][CH:8]=5)[CH2:10]4)=[O:17])=[CH:41][NH:40][N:39]=3)=[N:35][C:34]=2[CH:44]=1. Given the reactants Cl.[CH2:2]([N:9]1[CH2:14][CH2:13][O:12][CH:11]([C:15]([OH:17])=O)[CH2:10]1)[C:3]1[CH:8]=[CH:7][CH:6]=[CH:5][CH:4]=1.CN(C=O)C.C(Cl)(=O)C(Cl)=O.[CH3:29][O:30][C:31]1[C:45]([O:46][CH3:47])=[CH:44][C:34]2[NH:35][C:36]([C:38]3[C:42]([NH2:43])=[CH:41][NH:40][N:39]=3)=[N:37][C:33]=2[CH:32]=1.C(N(C(C)C)CC)(C)C, predict the reaction product.